Dataset: CYP3A4 inhibition data for predicting drug metabolism from PubChem BioAssay. Task: Regression/Classification. Given a drug SMILES string, predict its absorption, distribution, metabolism, or excretion properties. Task type varies by dataset: regression for continuous measurements (e.g., permeability, clearance, half-life) or binary classification for categorical outcomes (e.g., BBB penetration, CYP inhibition). Dataset: cyp3a4_veith. The result is 1 (inhibitor). The compound is Cc1cnc(CNc2ncncc2-c2c(C)noc2C)cn1.